Predict the reactants needed to synthesize the given product. From a dataset of Full USPTO retrosynthesis dataset with 1.9M reactions from patents (1976-2016). (1) Given the product [CH3:17][O:16][C:13]1[CH:14]=[CH:15][C:10]([NH:9][C:7]([C:5]2[S:6][C:2]([C:33]3[CH:34]=[CH:35][C:30]([O:29][CH3:28])=[CH:31][CH:32]=3)=[CH:3][CH:4]=2)=[O:8])=[CH:11][C:12]=1[NH:18][C:19](=[O:27])[CH2:20][N:21]1[CH2:26][CH2:25][O:24][CH2:23][CH2:22]1, predict the reactants needed to synthesize it. The reactants are: Br[C:2]1[S:6][C:5]([C:7]([NH:9][C:10]2[CH:15]=[CH:14][C:13]([O:16][CH3:17])=[C:12]([NH:18][C:19](=[O:27])[CH2:20][N:21]3[CH2:26][CH2:25][O:24][CH2:23][CH2:22]3)[CH:11]=2)=[O:8])=[CH:4][CH:3]=1.[CH3:28][O:29][C:30]1[CH:35]=[CH:34][C:33](B(O)O)=[CH:32][CH:31]=1.C(=O)([O-])[O-].[Na+].[Na+]. (2) Given the product [CH2:42]([O:41][C:39](=[O:40])[O:16][C:15]1[C:14]2([CH2:21][CH2:20][N:19]([O:22][CH3:23])[CH2:18][CH2:17]2)[N:13]([O:24][CH:25]2[CH2:29][CH2:28][CH2:27][O:26]2)[C:12](=[O:30])[C:11]=1[C:3]1[C:4]([CH:9]=[CH2:10])=[CH:5][C:6]([CH3:8])=[CH:7][C:2]=1[CH3:1])[CH3:43], predict the reactants needed to synthesize it. The reactants are: [CH3:1][C:2]1[CH:7]=[C:6]([CH3:8])[CH:5]=[C:4]([CH:9]=[CH2:10])[C:3]=1[C:11]1[C:12](=[O:30])[N:13]([O:24][CH:25]2[CH2:29][CH2:28][CH2:27][O:26]2)[C:14]2([CH2:21][CH2:20][N:19]([O:22][CH3:23])[CH2:18][CH2:17]2)[C:15]=1[OH:16].C(N(CC)CC)C.Cl[C:39]([O:41][CH2:42][CH3:43])=[O:40]. (3) Given the product [CH3:41][N:2]([CH3:1])[C:3]([CH:5]1[CH2:10][CH2:9][CH2:8][N:7]([C:11]2[N:12]=[C:13]3[CH:30]=[C:29](/[CH:31]=[CH:32]/[C:33]4[S:34][CH:35]=[C:36]([CH:38]([CH3:39])[CH3:40])[N:37]=4)[CH:28]=[CH:27][N:14]3[C:15](=[O:26])[C:16]=2/[CH:17]=[CH:18]/[C:19]([OH:21])=[O:20])[CH2:6]1)=[O:4], predict the reactants needed to synthesize it. The reactants are: [CH3:1][N:2]([CH3:41])[C:3]([CH:5]1[CH2:10][CH2:9][CH2:8][N:7]([C:11]2[N:12]=[C:13]3[CH:30]=[C:29](/[CH:31]=[CH:32]/[C:33]4[S:34][CH:35]=[C:36]([CH:38]([CH3:40])[CH3:39])[N:37]=4)[CH:28]=[CH:27][N:14]3[C:15](=[O:26])[C:16]=2/[CH:17]=[CH:18]/[C:19]([O:21]C(C)(C)C)=[O:20])[CH2:6]1)=[O:4].FC(F)(F)C(O)=O. (4) Given the product [CH2:15]([O:1][C:2]1[CH:14]=[CH:13][C:5]2[C:6](=[O:12])[O:7][C:8]([CH3:10])([CH3:11])[O:9][C:4]=2[CH:3]=1)[C:16]1[CH:21]=[CH:20][CH:19]=[CH:18][CH:17]=1, predict the reactants needed to synthesize it. The reactants are: [OH:1][C:2]1[CH:14]=[CH:13][C:5]2[C:6](=[O:12])[O:7][C:8]([CH3:11])([CH3:10])[O:9][C:4]=2[CH:3]=1.[CH2:15](Br)[C:16]1[CH:21]=[CH:20][CH:19]=[CH:18][CH:17]=1. (5) The reactants are: [CH2:1]([O:4][C:5]([N:7]1[CH2:12][CH2:11][CH:10]([N:13]([CH2:23][CH2:24][NH:25]C(OC(C)(C)C)=O)[CH2:14][CH2:15][C:16]2[CH:21]=[CH:20][C:19]([Cl:22])=[CH:18][CH:17]=2)[CH2:9][CH2:8]1)=[O:6])[CH:2]=[CH2:3].Cl. Given the product [ClH:22].[NH2:25][CH2:24][CH2:23][N:13]([CH2:14][CH2:15][C:16]1[CH:21]=[CH:20][C:19]([Cl:22])=[CH:18][CH:17]=1)[CH:10]1[CH2:9][CH2:8][N:7]([C:5]([O:4][CH2:1][CH:2]=[CH2:3])=[O:6])[CH2:12][CH2:11]1, predict the reactants needed to synthesize it. (6) Given the product [O:5]=[P:4]12[O:3][P:2]3([O:9][P:7]([O:10][P:11]([O:13]3)([O:14]1)=[O:12])(=[O:8])[O:6]2)=[O:1].[CH3:15][N:16]1[C:20](=[O:21])[CH2:19][CH2:18][CH2:17]1, predict the reactants needed to synthesize it. The reactants are: [O:1]=[P:2]12[O:13][P:11]3([O:14][P:4]([O:6][P:7]([O:10]3)([O:9]1)=[O:8])(=[O:5])[O:3]2)=[O:12].[CH3:15][N:16]1[C:20](=[O:21])[CH2:19][CH2:18][CH2:17]1. (7) Given the product [CH2:28]([O:35][CH2:36][C:37]([N:24]([CH2:23][C:14]1[CH:15]=[C:16]([C:19]([F:21])([F:22])[F:20])[CH:17]=[CH:18][C:13]=1[C:7]1[C:8]([O:11][CH3:12])=[CH:9][CH:10]=[C:5]([CH2:4][C:3]([OH:27])=[O:2])[CH:6]=1)[CH2:25][CH3:26])=[O:38])[C:29]1[CH:34]=[CH:33][CH:32]=[CH:31][CH:30]=1, predict the reactants needed to synthesize it. The reactants are: C[O:2][C:3](=[O:27])[CH2:4][C:5]1[CH:6]=[C:7]([C:13]2[CH:18]=[CH:17][C:16]([C:19]([F:22])([F:21])[F:20])=[CH:15][C:14]=2[CH2:23][NH:24][CH2:25][CH3:26])[C:8]([O:11][CH3:12])=[CH:9][CH:10]=1.[CH2:28]([O:35][CH2:36][C:37](Cl)=[O:38])[C:29]1[CH:34]=[CH:33][CH:32]=[CH:31][CH:30]=1. (8) Given the product [Cl:1][C:2]1[CH:7]=[C:6]([Cl:8])[N:5]=[CH:4][C:3]=1[CH:9]=[O:10], predict the reactants needed to synthesize it. The reactants are: [Cl:1][C:2]1[CH:7]=[C:6]([Cl:8])[N:5]=[CH:4][C:3]=1[C:9](OC)=[O:10].CC(C[AlH]CC(C)C)C.